Dataset: NCI-60 drug combinations with 297,098 pairs across 59 cell lines. Task: Regression. Given two drug SMILES strings and cell line genomic features, predict the synergy score measuring deviation from expected non-interaction effect. (1) Drug 1: CCC1=C2CN3C(=CC4=C(C3=O)COC(=O)C4(CC)O)C2=NC5=C1C=C(C=C5)O. Drug 2: COC1=C2C(=CC3=C1OC=C3)C=CC(=O)O2. Cell line: ACHN. Synergy scores: CSS=41.6, Synergy_ZIP=-0.912, Synergy_Bliss=-2.13, Synergy_Loewe=-75.5, Synergy_HSA=-1.29. (2) Drug 1: COC1=C(C=C2C(=C1)N=CN=C2NC3=CC(=C(C=C3)F)Cl)OCCCN4CCOCC4. Drug 2: CCN(CC)CCNC(=O)C1=C(NC(=C1C)C=C2C3=C(C=CC(=C3)F)NC2=O)C. Cell line: A498. Synergy scores: CSS=25.9, Synergy_ZIP=-10.7, Synergy_Bliss=-2.17, Synergy_Loewe=-4.35, Synergy_HSA=-2.76. (3) Drug 1: CS(=O)(=O)C1=CC(=C(C=C1)C(=O)NC2=CC(=C(C=C2)Cl)C3=CC=CC=N3)Cl. Drug 2: C1=NNC2=C1C(=O)NC=N2. Cell line: OVCAR-4. Synergy scores: CSS=9.18, Synergy_ZIP=-3.24, Synergy_Bliss=-0.444, Synergy_Loewe=-2.70, Synergy_HSA=-0.155. (4) Drug 1: C1=NC2=C(N=C(N=C2N1C3C(C(C(O3)CO)O)O)F)N. Drug 2: C1CC(=O)NC(=O)C1N2C(=O)C3=CC=CC=C3C2=O. Cell line: MOLT-4. Synergy scores: CSS=70.3, Synergy_ZIP=0.980, Synergy_Bliss=-3.48, Synergy_Loewe=-23.2, Synergy_HSA=-5.27. (5) Drug 1: CS(=O)(=O)CCNCC1=CC=C(O1)C2=CC3=C(C=C2)N=CN=C3NC4=CC(=C(C=C4)OCC5=CC(=CC=C5)F)Cl. Drug 2: COCCOC1=C(C=C2C(=C1)C(=NC=N2)NC3=CC=CC(=C3)C#C)OCCOC.Cl. Cell line: MCF7. Synergy scores: CSS=-0.360, Synergy_ZIP=1.40, Synergy_Bliss=1.16, Synergy_Loewe=0.251, Synergy_HSA=-1.15. (6) Drug 1: CCC(=C(C1=CC=CC=C1)C2=CC=C(C=C2)OCCN(C)C)C3=CC=CC=C3.C(C(=O)O)C(CC(=O)O)(C(=O)O)O. Drug 2: CCC1(CC2CC(C3=C(CCN(C2)C1)C4=CC=CC=C4N3)(C5=C(C=C6C(=C5)C78CCN9C7C(C=CC9)(C(C(C8N6C)(C(=O)OC)O)OC(=O)C)CC)OC)C(=O)OC)O.OS(=O)(=O)O. Cell line: MALME-3M. Synergy scores: CSS=8.31, Synergy_ZIP=-2.00, Synergy_Bliss=2.31, Synergy_Loewe=2.81, Synergy_HSA=3.50. (7) Drug 1: COC1=CC(=CC(=C1O)OC)C2C3C(COC3=O)C(C4=CC5=C(C=C24)OCO5)OC6C(C(C7C(O6)COC(O7)C8=CC=CS8)O)O. Drug 2: CC1C(C(CC(O1)OC2CC(CC3=C2C(=C4C(=C3O)C(=O)C5=CC=CC=C5C4=O)O)(C(=O)C)O)N)O. Cell line: T-47D. Synergy scores: CSS=47.3, Synergy_ZIP=-0.250, Synergy_Bliss=-0.992, Synergy_Loewe=1.31, Synergy_HSA=3.24.